This data is from Full USPTO retrosynthesis dataset with 1.9M reactions from patents (1976-2016). The task is: Predict the reactants needed to synthesize the given product. (1) Given the product [CH2:1]([N:8]1[CH2:9][CH2:10][CH:11]([N:14]2[C:18]3=[N:19][C:20]([C:29]4[CH:30]=[CH:31][C:32]([NH:35][C:45]([NH:44][CH3:43])=[S:46])=[CH:33][CH:34]=4)=[N:21][C:22]([N:23]4[CH2:24][CH2:25][O:26][CH2:27][CH2:28]4)=[C:17]3[CH:16]=[N:15]2)[CH2:12][CH2:13]1)[C:2]1[CH:7]=[CH:6][CH:5]=[CH:4][CH:3]=1, predict the reactants needed to synthesize it. The reactants are: [CH2:1]([N:8]1[CH2:13][CH2:12][CH:11]([N:14]2[C:18]3=[N:19][C:20]([C:29]4[CH:34]=[CH:33][C:32]([NH2:35])=[CH:31][CH:30]=4)=[N:21][C:22]([N:23]4[CH2:28][CH2:27][O:26][CH2:25][CH2:24]4)=[C:17]3[CH:16]=[N:15]2)[CH2:10][CH2:9]1)[C:2]1[CH:7]=[CH:6][CH:5]=[CH:4][CH:3]=1.CCN(CC)CC.[CH3:43][N:44]=[C:45]=[S:46]. (2) The reactants are: [F:1][CH:2]([F:34])[O:3][C:4]1[CH:5]=[C:6]([N:14]([CH2:27][C:28]2[CH:29]=[N:30][CH:31]=[CH:32][CH:33]=2)[C:15]2[CH:16]=[C:17]([CH:21]([N:24]=[N+]=[N-])[CH2:22][OH:23])[CH:18]=[CH:19][CH:20]=2)[CH:7]=[CH:8][C:9]=1[O:10][CH:11]([F:13])[F:12].O.O.[Sn](Cl)(Cl)(Cl)Cl. Given the product [F:34][CH:2]([F:1])[O:3][C:4]1[CH:5]=[C:6]([N:14]([CH2:27][C:28]2[CH:29]=[N:30][CH:31]=[CH:32][CH:33]=2)[C:15]2[CH:16]=[C:17]([CH:21]([NH2:24])[CH2:22][OH:23])[CH:18]=[CH:19][CH:20]=2)[CH:7]=[CH:8][C:9]=1[O:10][CH:11]([F:13])[F:12], predict the reactants needed to synthesize it. (3) Given the product [CH2:3]([O:5][C:6]1[CH:11]=[C:10]([C:12]([O:14][CH2:15][CH3:16])=[O:13])[CH:9]=[C:8]([O:17][S:37]([C:40]([F:43])([F:42])[F:41])(=[O:39])=[O:38])[C:7]=1[C:18]1[CH:19]=[CH:20][C:21]([F:24])=[CH:22][CH:23]=1)[CH3:4], predict the reactants needed to synthesize it. The reactants are: [H-].[Na+].[CH2:3]([O:5][C:6]1[CH:11]=[C:10]([C:12]([O:14][CH2:15][CH3:16])=[O:13])[CH:9]=[C:8]([OH:17])[C:7]=1[C:18]1[CH:23]=[CH:22][C:21]([F:24])=[CH:20][CH:19]=1)[CH3:4].C1COCC1.C1C=CC(N([S:37]([C:40]([F:43])([F:42])[F:41])(=[O:39])=[O:38])[S:37]([C:40]([F:43])([F:42])[F:41])(=[O:39])=[O:38])=CC=1. (4) Given the product [CH2:1]([O:3][C:4](=[O:31])[C:5]1[CH:6]=[CH:7][C:8]([N:11]2[C:19]3[C:14](=[CH:15][C:16]([CH3:32])=[C:17]([Cl:20])[CH:18]=3)[C:13]([C:29]#[N:30])=[CH:12]2)=[CH:9][CH:10]=1)[CH3:2], predict the reactants needed to synthesize it. The reactants are: [CH2:1]([O:3][C:4](=[O:31])[C:5]1[CH:10]=[CH:9][C:8]([N:11]2[C:19]3[C:14](=[CH:15][C:16](OS(C(F)(F)F)(=O)=O)=[C:17]([Cl:20])[CH:18]=3)[C:13]([C:29]#[N:30])=[CH:12]2)=[CH:7][CH:6]=1)[CH3:2].[CH3:32]B1OB(C)OB(C)O1.P([O-])([O-])([O-])=O.[K+].[K+].[K+]. (5) Given the product [Cl:25][C:5]1[CH:6]=[CH:7][CH:8]=[C:9]2[C:4]=1[N:3]=[C:2]([CH:26]=[CH2:27])[C:11]([C@@H:12]([N:14]1[C:15](=[O:24])[C:16]3[C:21](=[CH:20][CH:19]=[CH:18][CH:17]=3)[C:22]1=[O:23])[CH3:13])=[CH:10]2, predict the reactants needed to synthesize it. The reactants are: Cl[C:2]1[C:11]([C@@H:12]([N:14]2[C:22](=[O:23])[C:21]3[C:16](=[CH:17][CH:18]=[CH:19][CH:20]=3)[C:15]2=[O:24])[CH3:13])=[CH:10][C:9]2[C:4](=[C:5]([Cl:25])[CH:6]=[CH:7][CH:8]=2)[N:3]=1.[CH:26]([Sn](CCCC)(CCCC)CCCC)=[CH2:27]. (6) Given the product [NH2:1][C:2]1[C:3]([C:15]([NH2:17])=[O:16])=[N:4][C:5]([C:8]2[CH:13]=[CH:12][CH:11]=[C:10]([C:19]#[C:18][C@:20]3([OH:27])[CH2:24][CH2:23][N:22]([CH3:25])[C:21]3=[O:26])[CH:9]=2)=[CH:6][N:7]=1, predict the reactants needed to synthesize it. The reactants are: [NH2:1][C:2]1[C:3]([C:15]([NH2:17])=[O:16])=[N:4][C:5]([C:8]2[CH:13]=[CH:12][CH:11]=[C:10](Br)[CH:9]=2)=[CH:6][N:7]=1.[C:18]([C@:20]1([OH:27])[CH2:24][CH2:23][N:22]([CH3:25])[C:21]1=[O:26])#[CH:19]. (7) Given the product [F:10][C:6]1[C:5]([O:11][CH3:12])=[CH:4][CH:3]=[C:2]([CH:13]=[CH2:14])[C:7]=1[CH:8]=[O:9], predict the reactants needed to synthesize it. The reactants are: Br[C:2]1[C:7]([CH:8]=[O:9])=[C:6]([F:10])[C:5]([O:11][CH3:12])=[CH:4][CH:3]=1.[CH:13]([B-](F)(F)F)=[CH2:14].[K+].